Predict the reactants needed to synthesize the given product. From a dataset of Full USPTO retrosynthesis dataset with 1.9M reactions from patents (1976-2016). (1) Given the product [O:1]=[C:2]1[N:6]2[CH2:7][C:8](=[O:14])[NH:9][C:10]3[CH:11]=[CH:12][CH:13]=[C:4]([C:5]=32)[N:3]1[CH2:15][C:16]([NH:20][C:21]1[CH:22]=[C:23]2[CH2:38][C:28]3([C:36]4[C:31](=[N:32][CH:33]=[CH:34][CH:35]=4)[NH:30][C:29]3=[O:37])[CH2:27][C:24]2=[N:25][CH:26]=1)=[O:18], predict the reactants needed to synthesize it. The reactants are: [O:1]=[C:2]1[N:6]2[CH2:7][C:8](=[O:14])[NH:9][C:10]3[CH:11]=[CH:12][CH:13]=[C:4]([C:5]=32)[N:3]1[CH2:15][C:16]([O-:18])=O.[Na+].[NH2:20][C:21]1[CH:22]=[C:23]2[CH2:38][C:28]3([C:36]4[C:31](=[N:32][CH:33]=[CH:34][CH:35]=4)[NH:30][C:29]3=[O:37])[CH2:27][C:24]2=[N:25][CH:26]=1.C1CN(C(Cl)=[N+]2CCCC2)CC1.F[P-](F)(F)(F)(F)F.C(N(CC)C(C)C)(C)C. (2) Given the product [F:7][C:8]1[CH:9]=[C:10]2[C:14](=[CH:15][CH:16]=1)[N:13]([CH3:17])[C:12](=[O:18])[C:11]2([O:19][C:26]1[CH:31]=[CH:30][CH:29]=[CH:28][CH:27]=1)[C:2]1[CH:3]=[CH:4][CH:5]=[CH:6][N:1]=1, predict the reactants needed to synthesize it. The reactants are: [N:1]1[CH:6]=[CH:5][CH:4]=[CH:3][CH:2]=1.[F:7][C:8]1[CH:9]=[C:10]2[C:14](=[CH:15][CH:16]=1)[N:13]([CH3:17])[C:12](=[O:18])[C:11]2=[O:19].FC(F)(F)S(O[C:26]1[CH:31]=[CH:30][CH:29]=[CH:28][C:27]=1[Si](C)(C)C)(=O)=O.[F-].[K+].O1CCOCCOCCOCCOCCOCC1. (3) The reactants are: [C:1]1([CH2:11][CH2:12]OS(C2C=CC(C)=CC=2)(=O)=O)[C:10]2[C:5](=[CH:6][CH:7]=[CH:8][CH:9]=2)[CH:4]=[CH:3][CH:2]=1.[N-:24]=[N+:25]=[N-:26].[Na+]. Given the product [N:24]([CH2:12][CH2:11][C:1]1[C:10]2[C:5](=[CH:6][CH:7]=[CH:8][CH:9]=2)[CH:4]=[CH:3][CH:2]=1)=[N+:25]=[N-:26], predict the reactants needed to synthesize it. (4) Given the product [C:51]([C:46]1[CH:47]=[C:48]2[C:43](=[C:44]([F:55])[CH:45]=1)[C:42](=[O:56])[N:41]([C:40]1[C:11]3[CH2:10][CH:9]([OH:8])[CH2:36][C:14]4[N:15]([CH3:35])[C:16](=[O:34])[C:17]([NH:19][C:20]5[CH:25]=[CH:24][C:23]([C:26]([N:28]6[CH2:29][CH2:30][O:31][CH2:32][CH2:33]6)=[O:27])=[CH:22][N:21]=5)=[CH:18][C:13]=4[C:12]=3[CH:37]=[CH:38][CH:39]=1)[N:50]=[CH:49]2)([CH3:54])([CH3:52])[CH3:53], predict the reactants needed to synthesize it. The reactants are: [Si]([O:8][CH:9]1[CH2:36][C:14]2[N:15]([CH3:35])[C:16](=[O:34])[C:17]([NH:19][C:20]3[CH:25]=[CH:24][C:23]([C:26]([N:28]4[CH2:33][CH2:32][O:31][CH2:30][CH2:29]4)=[O:27])=[CH:22][N:21]=3)=[CH:18][C:13]=2[C:12]2[CH:37]=[CH:38][CH:39]=[C:40]([N:41]3[N:50]=[CH:49][C:48]4[C:43](=[C:44]([F:55])[CH:45]=[C:46]([C:51]([CH3:54])([CH3:53])[CH3:52])[CH:47]=4)[C:42]3=[O:56])[C:11]=2[CH2:10]1)(C(C)(C)C)(C)C.O1CCCC1.[F-].C([N+](CCCC)(CCCC)CCCC)CCC.O. (5) Given the product [Cl:13][CH2:14][C:15]([C:17]1[CH:18]=[C:19]([F:25])[C:20]([F:24])=[C:21]([F:23])[CH:22]=1)([OH:16])[CH2:9][C:8]1[CH:11]=[CH:12][C:5]([F:4])=[CH:6][CH:7]=1, predict the reactants needed to synthesize it. The reactants are: [Mg].II.[F:4][C:5]1[CH:12]=[CH:11][C:8]([CH2:9]Cl)=[CH:7][CH:6]=1.[Cl:13][CH2:14][C:15]([C:17]1[CH:22]=[C:21]([F:23])[C:20]([F:24])=[C:19]([F:25])[CH:18]=1)=[O:16].[Cl-].[NH4+].